Dataset: Reaction yield outcomes from USPTO patents with 853,638 reactions. Task: Predict the reaction yield, written as a fraction of the theoretical maximum amount of product (1.0 means a 100% yield; for example, 0.34 means a 34% yield). (1) The reactants are [Cl:1][C:2]1[C:3]([F:28])=[C:4]([CH:8]2[C:12]([C:15]3[CH:20]=[CH:19][C:18]([Cl:21])=[CH:17][C:16]=3[F:22])([C:13]#[N:14])[CH:11]([CH2:23][C:24]([CH3:27])([CH3:26])[CH3:25])[CH2:10][NH:9]2)[CH:5]=[CH:6][CH:7]=1.C(=O)([O-])[O-].[K+].[K+].[C:35]([O:38][CH2:39][CH3:40])(=[O:37])[CH3:36]. The catalyst is CN(C=O)C. The product is [CH2:39]([O:38][C:35](=[O:37])[CH2:36][N:9]1[CH2:10][C@@H:11]([CH2:23][C:24]([CH3:25])([CH3:27])[CH3:26])[C@@:12]([C:15]2[CH:20]=[CH:19][C:18]([Cl:21])=[CH:17][C:16]=2[F:22])([C:13]#[N:14])[C@H:8]1[C:4]1[CH:5]=[CH:6][CH:7]=[C:2]([Cl:1])[C:3]=1[F:28])[CH3:40]. The yield is 0.442. (2) The reactants are [I:1][C:2]1[C:10]2[C:5](=[CH:6][C:7]([C@H:11]3[C@@:13]4([C:21]5[C:16](=[CH:17][CH:18]=[CH:19][CH:20]=5)[NH:15][C:14]4=[O:22])[CH2:12]3)=[CH:8][CH:9]=2)[NH:4][N:3]=1.[F:23]C1C=C2C(=CC=1)NC(=O)[C@]12C[C@H]1C1C=C2C(C=NN2)=CC=1. No catalyst specified. The product is [F:23][C:19]1[CH:20]=[C:21]2[C:16](=[CH:17][CH:18]=1)[NH:15][C:14](=[O:22])[C@:13]12[CH2:12][C@H:11]1[C:7]1[CH:6]=[C:5]2[C:10]([C:2]([I:1])=[N:3][NH:4]2)=[CH:9][CH:8]=1. The yield is 0.570.